Predict the reaction yield, written as a fraction of the theoretical maximum amount of product (1.0 means a 100% yield; for example, 0.34 means a 34% yield). From a dataset of Reaction yield outcomes from USPTO patents with 853,638 reactions. (1) The reactants are [Br:1][C:2]1[CH:3]=[N:4][CH:5]=[C:6](F)[CH:7]=1.[OH:9][C:10]1[CH:11]=[N:12][CH:13]=[N:14][CH:15]=1.C(=O)([O-])[O-].[K+].[K+]. The catalyst is CN(C=O)C.[Li+].[Cl-]. The product is [Br:1][C:2]1[CH:7]=[C:6]([O:9][C:10]2[CH:11]=[N:12][CH:13]=[N:14][CH:15]=2)[CH:5]=[N:4][CH:3]=1. The yield is 0.920. (2) The reactants are [CH2:1]([NH:3][C:4]([NH:6][C:7]1[CH:8]=[C:9]([CH:11]=[CH:12][CH:13]=1)[NH2:10])=[O:5])[CH3:2].Cl[C:15]1[N:20]=[C:19](Cl)[C:18]([F:22])=[CH:17][N:16]=1. No catalyst specified. The product is [CH2:1]([NH:3][C:4]([NH:6][C:7]1[CH:8]=[C:9]([NH:10][C:15]2[N:20]=[C:19]([NH:10][C:9]3[CH:11]=[CH:12][CH:13]=[C:7]([NH:6][C:4]([NH:3][CH2:1][CH3:2])=[O:5])[CH:8]=3)[C:18]([F:22])=[CH:17][N:16]=2)[CH:11]=[CH:12][CH:13]=1)=[O:5])[CH3:2]. The yield is 0.660. (3) The reactants are Br[CH2:2][C:3]([C:5]1[C:10]([CH3:11])=[CH:9][C:8]([O:12][C:13]2[CH:18]=[CH:17][C:16]([CH2:19][CH3:20])=[CH:15][CH:14]=2)=[CH:7][C:6]=1[CH3:21])=O.[NH2:22][C:23]([NH2:25])=[S:24]. The catalyst is CCO. The product is [CH2:19]([C:16]1[CH:17]=[CH:18][C:13]([O:12][C:8]2[CH:9]=[C:10]([CH3:11])[C:5]([C:3]3[N:22]=[C:23]([NH2:25])[S:24][CH:2]=3)=[C:6]([CH3:21])[CH:7]=2)=[CH:14][CH:15]=1)[CH3:20]. The yield is 0.880. (4) The reactants are C(NC(C)C)(C)C.C([Li])CCC.[CH3:13][C:14]1[CH:15]=[C:16]([CH:18]=[C:19]([C:21]2[S:25][CH:24]=[N:23][CH:22]=2)[CH:20]=1)[NH2:17].[F:26][C:27]([F:32])([F:31])[C:28]([CH3:30])=[O:29]. The catalyst is C1COCC1.O.C(Cl)Cl. The product is [NH2:17][C:16]1[CH:18]=[C:19]([C:21]2[S:25][C:24]([C:28]([OH:29])([CH3:30])[C:27]([F:32])([F:31])[F:26])=[N:23][CH:22]=2)[CH:20]=[C:14]([CH3:13])[CH:15]=1. The yield is 0.736. (5) The reactants are [F:1][C:2]([F:24])([F:23])[CH:3]([C:14]1[CH:19]=[C:18]([Cl:20])[C:17]([Cl:21])=[C:16]([Cl:22])[CH:15]=1)/[CH:4]=[CH:5]/[C:6]1[CH:11]=[CH:10][C:9]([NH:12][NH2:13])=[CH:8][CH:7]=1.CCN(C(C)C)C(C)C.C1C=CC2N(O)N=NC=2C=1.O.CCN=C=NCCCN(C)C.Cl.[CH:57]1([C:60](Cl)=[O:61])[CH2:59][CH2:58]1. The catalyst is C(Cl)Cl.C([O-])(O)=O.[Na+]. The product is [F:24][C:2]([F:1])([F:23])[CH:3]([C:14]1[CH:15]=[C:16]([Cl:22])[C:17]([Cl:21])=[C:18]([Cl:20])[CH:19]=1)/[CH:4]=[CH:5]/[C:6]1[CH:11]=[CH:10][C:9]([NH:12][NH:13][C:60]([CH:57]2[CH2:59][CH2:58]2)=[O:61])=[CH:8][CH:7]=1. The yield is 0.550. (6) The product is [Br:1][C:2]1[N:7]=[CH:6][C:5]2[CH:8]=[C:9]([C:15]3[CH:16]=[N:17][N:18]([C:20]([O:22][C:23]([CH3:26])([CH3:25])[CH3:24])=[O:21])[CH:19]=3)[N:10]([C:38]([O:40][C:41]([CH3:44])([CH3:43])[CH3:42])=[O:39])[C:4]=2[CH:3]=1. The yield is 0.770. The reactants are [Br:1][C:2]1[N:7]=[CH:6][C:5]2[CH:8]=[C:9]([C:15]3[CH:16]=[N:17][N:18]([C:20]([O:22][C:23]([CH3:26])([CH3:25])[CH3:24])=[O:21])[CH:19]=3)[N:10](S(C)(=O)=O)[C:4]=2[CH:3]=1.C1CCN2C(=NCCC2)CC1.[C:38](O[C:38]([O:40][C:41]([CH3:44])([CH3:43])[CH3:42])=[O:39])([O:40][C:41]([CH3:44])([CH3:43])[CH3:42])=[O:39].C(N(CC)CC)C. The catalyst is C1COCC1.CN(C1C=CN=CC=1)C.C(OCC)(=O)C. (7) The reactants are [F:1][C:2]1[CH:3]=[CH:4][C:5]([OH:17])=[C:6]([C:8](=[O:16])[CH2:9][C:10]2[CH:15]=[CH:14][CH:13]=[CH:12][CH:11]=2)[CH:7]=1.[C:18](OC(=O)C)(=O)[CH3:19].C([O-])(=O)C.[Na+]. No catalyst specified. The product is [F:1][C:2]1[CH:7]=[C:6]2[C:5](=[CH:4][CH:3]=1)[O:17][C:18]([CH3:19])=[C:9]([C:10]1[CH:15]=[CH:14][CH:13]=[CH:12][CH:11]=1)[C:8]2=[O:16]. The yield is 0.800.